From a dataset of Forward reaction prediction with 1.9M reactions from USPTO patents (1976-2016). Predict the product of the given reaction. (1) Given the reactants [Br:1][C:2]1[CH:7]=[CH:6][C:5]([CH2:8][C:9]([OH:11])=O)=[C:4]([F:12])[CH:3]=1.[Cl:13][C:14]1[CH:15]=[C:16]([CH:18]=[CH:19][C:20]=1[Cl:21])[NH2:17].CN(C(ON1N=NC2C=CC=NC1=2)=[N+](C)C)C.F[P-](F)(F)(F)(F)F.CCN(CC)CC, predict the reaction product. The product is: [Br:1][C:2]1[CH:7]=[CH:6][C:5]([CH2:8][C:9]([NH:17][C:16]2[CH:18]=[CH:19][C:20]([Cl:21])=[C:14]([Cl:13])[CH:15]=2)=[O:11])=[C:4]([F:12])[CH:3]=1. (2) Given the reactants N[CH:2]([OH:6])[CH2:3][CH2:4][OH:5].[CH2:7](Br)[CH2:8][CH2:9][CH2:10][CH2:11][CH2:12][CH2:13][CH2:14][CH2:15][CH2:16][CH2:17][CH2:18][CH2:19][CH3:20].C([N:25](C(C)C)CC)(C)C, predict the reaction product. The product is: [CH2:7]([NH:25][CH:3]([CH2:4][OH:5])[CH2:2][OH:6])[CH2:8][CH2:9][CH2:10][CH2:11][CH2:12][CH2:13][CH2:14][CH2:15][CH2:16][CH2:17][CH2:18][CH2:19][CH3:20]. (3) Given the reactants [K].Br[C:3]1[CH:11]=[CH:10][C:9]([O:12][CH3:13])=[CH:8][C:4]=1[C:5]([OH:7])=[O:6].[CH3:14][C:15]1[CH:21]=[CH:20][C:19]([N+:22]([O-:24])=[O:23])=[CH:18][C:16]=1[NH2:17].[OH-].[K+], predict the reaction product. The product is: [CH3:14][C:15]1[CH:21]=[CH:20][C:19]([N+:22]([O-:24])=[O:23])=[CH:18][C:16]=1[NH:17][C:3]1[C:4](=[CH:8][C:9]([O:12][CH3:13])=[CH:10][CH:11]=1)[C:5]([OH:7])=[O:6].